Dataset: Forward reaction prediction with 1.9M reactions from USPTO patents (1976-2016). Task: Predict the product of the given reaction. (1) Given the reactants [Cl:1][C:2]1[CH:7]=[CH:6][CH:5]=[CH:4][C:3]=1[C@H:8]([N:13]1[CH2:18][CH2:17][CH:16]2[S:19][C:20](=[O:22])[CH:21]=[C:15]2[CH2:14]1)[C:9]([O:11][CH3:12])=[O:10].Cl[C:24]([O:26][CH:27]([CH3:29])[CH3:28])=[O:25].C(OC(OC1SC2CCN([C@@H](C3C=CC=CC=3Cl)C(OC)=O)CC=2C=1)=O)C(C)C, predict the reaction product. The product is: [CH:27]([O:26][C:24]([O:22][C:20]1[S:19][C:16]2[CH2:17][CH2:18][N:13]([C@@H:8]([C:3]3[CH:4]=[CH:5][CH:6]=[CH:7][C:2]=3[Cl:1])[C:9]([O:11][CH3:12])=[O:10])[CH2:14][C:15]=2[CH:21]=1)=[O:25])([CH3:29])[CH3:28]. (2) Given the reactants [CH3:1][O:2][C:3]([C:5]1([C:8]([OH:10])=O)[CH2:7][CH2:6]1)=[O:4].Cl.CN.[CH:14]([N:17](CC)C(C)C)(C)C.F[P-](F)(F)(F)(F)F.N1(OC(N(C)C)=[N+](C)C)C2N=CC=CC=2N=N1.C(=O)(O)[O-].[Na+], predict the reaction product. The product is: [CH3:14][NH:17][C:8]([C:5]1([C:3]([O:2][CH3:1])=[O:4])[CH2:7][CH2:6]1)=[O:10]. (3) Given the reactants [CH3:1][Si:2]([CH3:13])([CH3:12])[CH2:3][CH2:4][O:5][CH2:6][N:7]1[CH:11]=[CH:10][CH:9]=[N:8]1.[Li]CCCC.N#N.[CH3:21][N:22]([CH2:42][CH:43]=[O:44])[C:23]([C:36]1[CH:41]=[CH:40][CH:39]=[CH:38][CH:37]=1)([C:30]1[CH:35]=[CH:34][CH:33]=[CH:32][CH:31]=1)[C:24]1[CH:29]=[CH:28][CH:27]=[CH:26][CH:25]=1, predict the reaction product. The product is: [CH3:21][N:22]([C:23]([C:36]1[CH:41]=[CH:40][CH:39]=[CH:38][CH:37]=1)([C:24]1[CH:25]=[CH:26][CH:27]=[CH:28][CH:29]=1)[C:30]1[CH:35]=[CH:34][CH:33]=[CH:32][CH:31]=1)[CH2:42][CH:43]([C:11]1[N:7]([CH2:6][O:5][CH2:4][CH2:3][Si:2]([CH3:13])([CH3:12])[CH3:1])[N:8]=[CH:9][CH:10]=1)[OH:44]. (4) The product is: [CH:1]1([NH:4][C:5]2[N:10]3[N:11]=[CH:12][C:13]([CH:14]=[C:35]4[S:29][C:30](=[S:31])[NH:32][C:33]4=[O:34])=[C:9]3[N:8]=[C:7]([C:16]3[CH:21]=[CH:20][N:19]=[C:18]([F:22])[CH:17]=3)[CH:6]=2)[CH2:2][CH2:3]1. Given the reactants [CH:1]1([NH:4][C:5]2[N:10]3[N:11]=[CH:12][C:13]([CH:14]=O)=[C:9]3[N:8]=[C:7]([C:16]3[CH:21]=[CH:20][N:19]=[C:18]([F:22])[CH:17]=3)[CH:6]=2)[CH2:3][CH2:2]1.N1CCCCC1.[S:29]1[CH2:35][C:33](=[O:34])[NH:32][C:30]1=[S:31], predict the reaction product. (5) Given the reactants Cl.Cl.[NH2:3][C:4]1[C:8]([NH2:9])=[C:7]([CH3:10])[S:6][C:5]=1[CH3:11].C1COCC1.[CH3:17][C:18]1[C:19]([N:23]=[C:24]=[S:25])=[CH:20][S:21][CH:22]=1, predict the reaction product. The product is: [NH2:3][C:4]1[C:8]([NH:9][C:24]([NH:23][C:19]2[C:18]([CH3:17])=[CH:22][S:21][CH:20]=2)=[S:25])=[C:7]([CH3:10])[S:6][C:5]=1[CH3:11].